This data is from Experimentally validated miRNA-target interactions with 360,000+ pairs, plus equal number of negative samples. The task is: Binary Classification. Given a miRNA mature sequence and a target amino acid sequence, predict their likelihood of interaction. The miRNA is mmu-miR-376c-3p with sequence AACAUAGAGGAAAUUUCACGU. The protein sequence of the target gene is MAQHHLWILLLCLQTWPEAAGKDSEIFTVNGILGESVTFPVNIQEPRQVKIIAWTSKTSVAYVTPGDSETAPVVTVTHRNYYERIHALGPNYNLVISDLRMEDAGDYKADINTQADPYTTTKRYNLQIYRRLGKPKITQSLMASVNSTCNVTLTCSVEKEEKNVTYNWSPLGEEGNVLQIFQTPEDQELTYTCTAQNPVSNNSDSISARQLCADIAMGFRTHHTGLLSVLAMFFLLVLILSSVFLFRLFKRRQGRIFPEGSCLNTFTKNPYAASKKTIYTYIMASRNTQPAESRIYDEIL.... Result: 0 (no interaction).